From a dataset of Full USPTO retrosynthesis dataset with 1.9M reactions from patents (1976-2016). Predict the reactants needed to synthesize the given product. (1) Given the product [Br:27][C:28]1[CH:33]=[CH:32][N:31]2[CH:34]=[N:35][C:36]([CH:37]=[CH:5][CH2:4][O:3][CH3:2])=[C:30]2[CH:29]=1, predict the reactants needed to synthesize it. The reactants are: [Br-].[CH3:2][O:3][CH2:4][CH2:5][P+](C1C=CC=CC=1)(C1C=CC=CC=1)C1C=CC=CC=1.[H-].[Na+].[Br:27][C:28]1[CH:33]=[CH:32][N:31]2[CH:34]=[N:35][C:36]([CH:37]=O)=[C:30]2[CH:29]=1.Cl. (2) Given the product [NH:18]1[C:19]([C:20]2[CH:25]=[CH:24][C:23]([C:2]3[C:11]([CH3:12])=[CH:10][C:9]4[C:4](=[CH:5][CH:6]=[C:7]([O:13][CH3:14])[CH:8]=4)[N:3]=3)=[CH:22][CH:21]=2)=[N:15][N:16]=[N:17]1, predict the reactants needed to synthesize it. The reactants are: Cl[C:2]1[C:11]([CH3:12])=[CH:10][C:9]2[C:4](=[CH:5][CH:6]=[C:7]([O:13][CH3:14])[CH:8]=2)[N:3]=1.[NH:15]1[C:19]([C:20]2[CH:25]=[CH:24][C:23](B(O)O)=[CH:22][CH:21]=2)=[N:18][N:17]=[N:16]1.C([O-])([O-])=O.[K+].[K+].COCCOCCO.Cl. (3) Given the product [N:32]1([C:29]([C:4]2[C:3]([C:1]#[N:2])=[CH:8][N:7]=[C:6]([N:9]3[CH2:14][CH2:13][CH:12]([N:15]4[CH2:21][CH2:20][C:19]5[CH:22]=[C:23]([O:26][CH3:27])[CH:24]=[CH:25][C:18]=5[NH:17][C:16]4=[O:28])[CH2:11][CH2:10]3)[CH:5]=2)=[O:30])[C:40]2[C:35](=[CH:36][CH:37]=[CH:38][CH:39]=2)[CH2:34][CH2:33]1, predict the reactants needed to synthesize it. The reactants are: [C:1]([C:3]1[C:4]([C:29](O)=[O:30])=[CH:5][C:6]([N:9]2[CH2:14][CH2:13][CH:12]([N:15]3[CH2:21][CH2:20][C:19]4[CH:22]=[C:23]([O:26][CH3:27])[CH:24]=[CH:25][C:18]=4[NH:17][C:16]3=[O:28])[CH2:11][CH2:10]2)=[N:7][CH:8]=1)#[N:2].[NH:32]1[C:40]2[C:35](=[CH:36][CH:37]=[CH:38][CH:39]=2)[CH2:34][CH2:33]1.CN(C(ON1N=NC2C=CC=CC1=2)=[N+](C)C)C.[B-](F)(F)(F)F. (4) The reactants are: [NH2:1][C@H:2]([C@@H:6]([OH:10])[CH:7]([CH3:9])[CH3:8])[C:3]([OH:5])=[O:4].[C:11]([O-:14])(O)=[O:12].[Na+].[C:16]1([CH2:22][CH2:23][CH2:24][CH2:25][CH2:26]C2C(=O)N(C([O-])=O)C=CC=2)[CH:21]=[CH:20][CH:19]=[CH:18][CH:17]=1. Given the product [OH:10][C@@H:6]([CH:7]([CH3:9])[CH3:8])[C@@H:2]([NH:1][C:11]([O:14][CH2:26][CH2:25][CH2:24][CH2:23][CH2:22][C:16]1[CH:21]=[CH:20][CH:19]=[CH:18][CH:17]=1)=[O:12])[C:3]([OH:5])=[O:4], predict the reactants needed to synthesize it. (5) Given the product [CH:1]1([O:6][C:7](=[O:47])[C@@H:8]([NH:16][CH2:17][C:18]2[CH:23]=[CH:22][C:21]([CH2:24][NH:25][CH2:26][C:27]3[CH:28]=[CH:29][C:30]4[CH:34]=[C:33]([C:35](=[O:45])[NH:36][OH:37])[S:32][C:31]=4[CH:46]=3)=[CH:20][CH:19]=2)[CH2:9][C:10]2[CH:15]=[CH:14][CH:13]=[CH:12][CH:11]=2)[CH2:5][CH2:4][CH2:3][CH2:2]1, predict the reactants needed to synthesize it. The reactants are: [CH:1]1([O:6][C:7](=[O:47])[C@@H:8]([NH:16][CH2:17][C:18]2[CH:23]=[CH:22][C:21]([CH2:24][NH:25][CH2:26][C:27]3[CH:28]=[CH:29][C:30]4[CH:34]=[C:33]([C:35](=[O:45])[NH:36][O:37]C(OCC(C)C)C)[S:32][C:31]=4[CH:46]=3)=[CH:20][CH:19]=2)[CH2:9][C:10]2[CH:15]=[CH:14][CH:13]=[CH:12][CH:11]=2)[CH2:5][CH2:4][CH2:3][CH2:2]1.CO.C(O)(C(F)(F)F)=O. (6) Given the product [CH3:1][C@@H:2]1[O:7][C@@H:6]([O:8][C@@H:9]2[C@@H:14]([OH:15])[C@H:13]([O:16][C@@H:17]3[C:22]([CH3:23])([CH3:24])[C@@H:21]4[CH2:25][CH2:26][C@@:27]5([CH3:58])[C@:32]6([CH3:57])[CH2:33][CH2:34][C@@:35]7([C:43]([O:45][C@@H:46]8[O:51][C@H:50]([CH2:52][OH:53])[C@@H:49]([OH:54])[C@H:48]([OH:55])[C@H:47]8[OH:56])=[O:44])[CH2:40][CH2:39][C:38]([CH3:42])([CH3:41])[CH2:37][C@H:36]7[C:31]6=[CH:30][CH2:29][C@@H:28]5[C@@:20]4([CH3:59])[CH2:19][CH2:18]3)[O:12][C@H:11]([C:60]([OH:62])=[O:61])[C@H:10]2[OH:64])[C@H:5]([OH:65])[C@H:4]([OH:66])[C@H:3]1[OH:67], predict the reactants needed to synthesize it. The reactants are: [CH3:1][C@@H:2]1[O:7][C@@H:6]([O:8][C@@H:9]2[C@@H:14]([OH:15])[C@H:13]([O:16][C@@H:17]3[C:22]([CH3:24])([CH3:23])[C@@H:21]4[CH2:25][CH2:26][C@@:27]5([CH3:58])[C@:32]6([CH3:57])[CH2:33][CH2:34][C@@:35]7([C:43]([O:45][C@@H:46]8[O:51][C@H:50]([CH2:52][OH:53])[C@@H:49]([OH:54])[C@H:48]([OH:55])[C@H:47]8[OH:56])=[O:44])[CH2:40][CH2:39][C:38]([CH3:42])([CH3:41])[CH2:37][C@H:36]7[C:31]6=[CH:30][CH2:29][C@@H:28]5[C@@:20]4([CH3:59])[CH2:19][CH2:18]3)[O:12][C@H:11]([C:60]([O:62]C)=[O:61])[C@H:10]2[OH:64])[C@H:5]([OH:65])[C@H:4]([OH:66])[C@H:3]1[OH:67].O.C1(C)C=CC(S(O)(=O)=O)=CC=1. (7) Given the product [C:21]([C:23]1[CH:28]=[CH:27][C:26]([C:2]2[O:6][C:5]([C:7]3[CH:14]=[CH:13][C:10]([C:11]#[N:12])=[CH:9][N:8]=3)=[CH:4][CH:3]=2)=[CH:25][CH:24]=1)#[N:22], predict the reactants needed to synthesize it. The reactants are: Br[C:2]1[O:6][C:5]([C:7]2[CH:14]=[CH:13][C:10]([C:11]#[N:12])=[CH:9][N:8]=2)=[CH:4][CH:3]=1.C([O-])([O-])=O.[Na+].[Na+].[C:21]([C:23]1[CH:28]=[CH:27][C:26](B(O)O)=[CH:25][CH:24]=1)#[N:22].CN(C=O)C. (8) Given the product [Cl:1][C:2]1[CH:3]=[CH:4][C:5]([C:8]2[CH:9]=[CH:10][C:11]([C:14]([N:16]3[C:25]4[C:20](=[CH:21][C:22](/[CH:26]=[CH:27]/[CH2:28][N:29]([CH3:31])[CH3:30])=[CH:23][CH:24]=4)[CH2:19][CH2:18][CH2:17]3)=[O:15])=[CH:12][CH:13]=2)=[CH:6][CH:7]=1, predict the reactants needed to synthesize it. The reactants are: [Cl:1][C:2]1[CH:7]=[CH:6][C:5]([C:8]2[CH:13]=[CH:12][C:11]([C:14]([N:16]3[C:25]4[C:20](=[CH:21][C:22]([CH:26](O)[CH2:27][CH2:28][N:29]([CH3:31])[CH3:30])=[CH:23][CH:24]=4)[CH2:19][CH2:18][CH2:17]3)=[O:15])=[CH:10][CH:9]=2)=[CH:4][CH:3]=1.